Dataset: Catalyst prediction with 721,799 reactions and 888 catalyst types from USPTO. Task: Predict which catalyst facilitates the given reaction. (1) Reactant: C[O:2][CH:3]=[CH:4][C:5]1[CH:10]=[CH:9][C:8]([C:11]([F:14])([F:13])[F:12])=[CH:7][CH:6]=1.Cl. Product: [F:12][C:11]([F:13])([F:14])[C:8]1[CH:7]=[CH:6][C:5]([CH2:4][CH:3]=[O:2])=[CH:10][CH:9]=1. The catalyst class is: 21. (2) Reactant: [Cl:1][C:2]1[C:3]([C:9]2[CH:14]=[CH:13][CH:12]=[C:11]([NH:15][CH2:16][CH:17]3[CH2:22][CH2:21][O:20][CH2:19][CH2:18]3)[N:10]=2)=[CH:4][C:5]([F:8])=[N:6][CH:7]=1.[Br:23]N1C(=O)CCC1=O. Product: [Br:23][C:14]1[C:9]([C:3]2[C:2]([Cl:1])=[CH:7][N:6]=[C:5]([F:8])[CH:4]=2)=[N:10][C:11]([NH:15][CH2:16][CH:17]2[CH2:22][CH2:21][O:20][CH2:19][CH2:18]2)=[CH:12][CH:13]=1. The catalyst class is: 10. (3) Reactant: [H-].[Na+].[CH2:3]([O:5][C:6](=[O:18])[C:7]1[CH:12]=[C:11]([Br:13])[CH:10]=[C:9]([N+:14]([O-:16])=[O:15])[C:8]=1[OH:17])[CH3:4].[H][H].[CH3:21][N:22]([CH3:26])[C:23](Cl)=[S:24]. Product: [CH2:3]([O:5][C:6](=[O:18])[C:7]1[CH:12]=[C:11]([Br:13])[CH:10]=[C:9]([N+:14]([O-:16])=[O:15])[C:8]=1[O:17][C:23](=[S:24])[N:22]([CH3:26])[CH3:21])[CH3:4]. The catalyst class is: 3. (4) Reactant: [C:9](O[C:9]([O:11][C:12]([CH3:15])([CH3:14])[CH3:13])=[O:10])([O:11][C:12]([CH3:15])([CH3:14])[CH3:13])=[O:10].[NH2:16][C@@:17]12[CH2:24][C:23](=[CH2:25])[CH2:22][C@@H:21]1[CH2:20][N:19]([C@@H:26]([C:28]1[CH:33]=[CH:32][CH:31]=[CH:30][CH:29]=1)[CH3:27])[CH2:18]2. Product: [C:12]([O:11][C:9]([NH:16][C@@:17]12[CH2:24][C:23](=[CH2:25])[CH2:22][C@@H:21]1[CH2:20][N:19]([C@@H:26]([C:28]1[CH:33]=[CH:32][CH:31]=[CH:30][CH:29]=1)[CH3:27])[CH2:18]2)=[O:10])([CH3:13])([CH3:14])[CH3:15]. The catalyst class is: 4. (5) Product: [O:1]1[CH:5]=[CH:4][CH:3]=[C:2]1[C:6]1[O:7][C:8]([CH3:38])=[C:9]([CH2:11][O:12][C:13]2[CH:35]=[CH:34][C:16]([CH2:17][O:18][C:19]3[C:23]([CH:24]([N:53]4[CH:57]=[N:56][CH:55]=[N:54]4)[CH:25]=[CH2:26])=[CH:22][N:21]([C:28]4[CH:29]=[CH:30][CH:31]=[CH:32][CH:33]=4)[N:20]=3)=[CH:15][C:14]=2[O:36][CH3:37])[N:10]=1. The catalyst class is: 7. Reactant: [O:1]1[CH:5]=[CH:4][CH:3]=[C:2]1[C:6]1[O:7][C:8]([CH2:38]C)=[C:9]([CH2:11][O:12][C:13]2[CH:35]=[CH:34][C:16]([CH2:17][O:18][C:19]3[C:23](/[CH:24]=[CH:25]/[CH2:26]O)=[CH:22][N:21]([C:28]4[CH:33]=[CH:32][CH:31]=[CH:30][CH:29]=4)[N:20]=3)=[CH:15][C:14]=2[O:36][CH3:37])[N:10]=1.C(P(CCCC)CCCC)CCC.[NH:53]1[CH:57]=[N:56][CH:55]=[N:54]1.N(C(N1CCCCC1)=O)=NC(N1CCCCC1)=O. (6) Reactant: N([C:3]1[N:4]=[C:5]([NH2:21])[C:6]2[N:7]=[CH:8][N:9]([C:19]=2[N:20]=1)[C@@H:10]1[O:18][C@H:15]([CH2:16][OH:17])[C@@H:13]([OH:14])[C@H:11]1[OH:12])N.Cl.[CH:23]([CH:25]([CH:31]=[O:32])[C:26]([O:28][CH2:29][CH3:30])=[O:27])=O.O[C@@H]1[C@H](O)[C@@H](CO)O[C@H]1N1C=NC2C1=NC([N:52]1[CH:56]=[C:55]([C:57]([O:59][CH2:60][CH3:61])=[O:58])[CH:54]=[N:53]1)=NC=2N. Product: [OH:12][C@@H:11]1[C@H:13]([OH:14])[C@@H:15]([CH2:16][OH:17])[O:18][C@H:10]1[N:9]1[CH:8]=[N:7][C:6]2[C:19]1=[N:20][C:3]([C:56]1[C:55]([C:57]([O:59][CH2:60][CH3:61])=[O:58])=[CH:54][NH:53][N:52]=1)=[N:4][C:5]=2[NH:21]/[CH:23]=[C:25](\[CH:31]=[O:32])/[C:26]([O:28][CH2:29][CH3:30])=[O:27]. The catalyst class is: 8. (7) Reactant: [Cl:1][C:2]1[S:6][C:5]([C@@H:7]2[CH2:9][C@H:8]2[CH:10]([NH:12][O:13][CH3:14])[CH3:11])=[CH:4][CH:3]=1.C(N(CC)CC)C.[CH3:22][N:23]1[CH:27]=[C:26]([C:28](Cl)=[O:29])[C:25]([C:31]([F:34])([F:33])[F:32])=[N:24]1. Product: [Cl:1][C:2]1[S:6][C:5]([CH:7]2[CH2:9][CH:8]2[CH:10]([N:12]([O:13][CH3:14])[C:28]([C:26]2[C:25]([C:31]([F:34])([F:33])[F:32])=[N:24][N:23]([CH3:22])[CH:27]=2)=[O:29])[CH3:11])=[CH:4][CH:3]=1. The catalyst class is: 46.